Dataset: TCR-epitope binding with 47,182 pairs between 192 epitopes and 23,139 TCRs. Task: Binary Classification. Given a T-cell receptor sequence (or CDR3 region) and an epitope sequence, predict whether binding occurs between them. (1) The epitope is LLFGYPVYV. The TCR CDR3 sequence is CSATGGDYNEQFF. Result: 1 (the TCR binds to the epitope). (2) The epitope is SEISMDNSPNL. Result: 0 (the TCR does not bind to the epitope). The TCR CDR3 sequence is CASSLGGRNTEAFF. (3) The epitope is ILGLPTQTV. The TCR CDR3 sequence is CASSFTTDTQYF. Result: 1 (the TCR binds to the epitope). (4) The epitope is TFYLTNDVSFL. The TCR CDR3 sequence is CASSQDNQETQYF. Result: 0 (the TCR does not bind to the epitope). (5) The epitope is GTITSGWTF. The TCR CDR3 sequence is CASSYLASGADTQYF. Result: 0 (the TCR does not bind to the epitope). (6) The epitope is TTLPVNVAF. The TCR CDR3 sequence is CASSPRDSSSYEQYF. Result: 1 (the TCR binds to the epitope).